From a dataset of Forward reaction prediction with 1.9M reactions from USPTO patents (1976-2016). Predict the product of the given reaction. (1) Given the reactants [F:1][C:2]1[CH:13]=[C:12]([CH:14]2[CH2:18][CH2:17][O:16][CH2:15]2)[C:5]([O:6][CH2:7][C:8](OC)=[O:9])=[C:4]([CH3:19])[CH:3]=1.O.[NH2:21][NH2:22], predict the reaction product. The product is: [F:1][C:2]1[CH:13]=[C:12]([CH:14]2[CH2:18][CH2:17][O:16][CH2:15]2)[C:5]([O:6][CH2:7][C:8]([NH:21][NH2:22])=[O:9])=[C:4]([CH3:19])[CH:3]=1. (2) Given the reactants [NH2:1][C@@H:2]([CH2:33][C:34]1[CH:39]=[CH:38][CH:37]=[CH:36][CH:35]=1)[C@@H:3]([OH:32])[CH2:4][C@@H:5]([NH:19][C:20]([C@@H:22]([NH:27][C:28](=[O:31])[O:29][CH3:30])[C:23]([CH3:26])([CH3:25])[CH3:24])=[O:21])[CH2:6][C:7]1[CH:12]=[CH:11][C:10]([C:13]2[CH:18]=[CH:17][CH:16]=[CH:15][N:14]=2)=[CH:9][CH:8]=1.[CH3:40][C:41]([CH3:63])([CH3:62])[C@H:42]([N:46]1[CH2:50][CH2:49][N:48]([CH2:51][C:52]2[CH:57]=[CH:56][CH:55]=[CH:54][C:53]=2[N+:58]([O-:60])=[O:59])[C:47]1=[O:61])[C:43](O)=[O:44].CCOP(ON1N=NC2C=CC=CC=2C1=O)(OCC)=O.C(N(CC)C(C)C)(C)C, predict the reaction product. The product is: [CH3:40][C:41]([CH3:63])([CH3:62])[C@H:42]([N:46]1[CH2:50][CH2:49][N:48]([CH2:51][C:52]2[CH:57]=[CH:56][CH:55]=[CH:54][C:53]=2[N+:58]([O-:60])=[O:59])[C:47]1=[O:61])[C:43]([NH:1][C@@H:2]([CH2:33][C:34]1[CH:35]=[CH:36][CH:37]=[CH:38][CH:39]=1)[C@@H:3]([OH:32])[CH2:4][C@@H:5]([NH:19][C:20]([C@@H:22]([NH:27][C:28](=[O:31])[O:29][CH3:30])[C:23]([CH3:26])([CH3:25])[CH3:24])=[O:21])[CH2:6][C:7]1[CH:12]=[CH:11][C:10]([C:13]2[CH:18]=[CH:17][CH:16]=[CH:15][N:14]=2)=[CH:9][CH:8]=1)=[O:44]. (3) Given the reactants [CH:1]1([C:4]2[CH:5]=[CH:6][C:7]([C:18]([NH:20][C:21]([CH2:29][CH3:30])([CH2:27][CH3:28])[C:22]([O:24]CC)=[O:23])=[O:19])=[N:8][C:9]=2[O:10][CH2:11][CH:12]2[CH2:17][CH2:16][O:15][CH2:14][CH2:13]2)[CH2:3][CH2:2]1.[OH-].[Na+], predict the reaction product. The product is: [CH:1]1([C:4]2[CH:5]=[CH:6][C:7]([C:18]([NH:20][C:21]([CH2:29][CH3:30])([CH2:27][CH3:28])[C:22]([OH:24])=[O:23])=[O:19])=[N:8][C:9]=2[O:10][CH2:11][CH:12]2[CH2:13][CH2:14][O:15][CH2:16][CH2:17]2)[CH2:3][CH2:2]1.